Dataset: Forward reaction prediction with 1.9M reactions from USPTO patents (1976-2016). Task: Predict the product of the given reaction. (1) Given the reactants ClC1C=C(Cl)C=CC=1C1C(N2C=CN=C2)=CN=C(CCN)N=1.Cl[C:24]1[N:29]=[C:28]([O:30][CH2:31][CH2:32][N:33]([CH3:35])[CH3:34])[C:27]([N+:36]([O-:38])=[O:37])=[CH:26][CH:25]=1.[Cl:39][C:40]1[CH:45]=[C:44]([Cl:46])[CH:43]=[CH:42][C:41]=1[C:47]1[C:52]([C:53]2[NH:54][CH:55]=[CH:56][N:57]=2)=[CH:51][N:50]=[C:49]([NH:58][CH2:59][CH2:60][NH:61]C2C=CC([N+]([O-])=O)=C(OC)N=2)[N:48]=1, predict the reaction product. The product is: [Cl:39][C:40]1[CH:45]=[C:44]([Cl:46])[CH:43]=[CH:42][C:41]=1[C:47]1[C:52]([C:53]2[NH:57][CH:56]=[CH:55][N:54]=2)=[CH:51][N:50]=[C:49]([NH:58][CH2:59][CH2:60][NH:61][C:24]2[N:29]=[C:28]([O:30][CH2:31][CH2:32][N:33]([CH3:35])[CH3:34])[C:27]([N+:36]([O-:38])=[O:37])=[CH:26][CH:25]=2)[N:48]=1. (2) Given the reactants [NH2:1][C:2]1[CH:3]=[C:4]2[C:20](=[O:21])[NH:19][N:18]=[CH:17][C:6]3=[C:7]([C:11]4[CH:16]=[CH:15][CH:14]=[CH:13][CH:12]=4)[NH:8][C:9]([CH:10]=1)=[C:5]23.[F:22][C:23]([F:34])([F:33])[C:24]1[CH:32]=[CH:31][CH:30]=[CH:29][C:25]=1[C:26](O)=[O:27].C(N(CC)CC)C.F[P-](F)(F)(F)(F)F.N1(OC(N(C)C)=[N+](C)C)C2N=CC=CC=2N=N1, predict the reaction product. The product is: [O:21]=[C:20]1[C:4]2[C:5]3[C:6](=[C:7]([C:11]4[CH:12]=[CH:13][CH:14]=[CH:15][CH:16]=4)[NH:8][C:9]=3[CH:10]=[C:2]([NH:1][C:26](=[O:27])[C:25]3[CH:29]=[CH:30][CH:31]=[CH:32][C:24]=3[C:23]([F:22])([F:33])[F:34])[CH:3]=2)[CH:17]=[N:18][NH:19]1. (3) Given the reactants [CH3:1][C:2]1([CH3:32])[CH2:11][CH2:10][C:9](O)([CH2:12][C:13]([O:15][CH2:16][CH3:17])=[O:14])[C:8]2[CH:7]=[C:6]([N:19]=[N:20][C:21]3[CH:31]=[CH:30][C:24]([C:25]([O:27][CH2:28][CH3:29])=[O:26])=[CH:23][CH:22]=3)[CH:5]=[CH:4][C:3]1=2.C1CCC(N=C=NC2CCCCC2)CC1, predict the reaction product. The product is: [CH3:32][C:2]1([CH3:1])[CH2:11][CH:10]=[C:9]([CH2:12][C:13]([O:15][CH2:16][CH3:17])=[O:14])[C:8]2[CH:7]=[C:6]([N:19]=[N:20][C:21]3[CH:22]=[CH:23][C:24]([C:25]([O:27][CH2:28][CH3:29])=[O:26])=[CH:30][CH:31]=3)[CH:5]=[CH:4][C:3]1=2. (4) Given the reactants ClCCCCC(Cl)=O.[CH3:9][O:10][C:11]1[CH:12]=[C:13]2[C:18](=[CH:19][C:20]=1[O:21][CH3:22])[N:17]=[CH:16][N:15]=[C:14]2[O:23][C:24]1[CH:30]=[CH:29][C:27]([NH2:28])=[CH:26][CH:25]=1.[Cl:31][CH2:32][CH2:33][CH2:34][CH2:35][C:36]([N:38]=[C:39]=[S:40])=[O:37], predict the reaction product. The product is: [Cl:31][CH2:32][CH2:33][CH2:34][CH2:35][C:36]([N:38]=[C:39]=[S:40])=[O:37].[Cl:31][CH2:32][CH2:33][CH2:34][CH2:35][C:36]([NH:38][C:39]([NH:28][C:27]1[CH:29]=[CH:30][C:24]([O:23][C:14]2[C:13]3[C:18](=[CH:19][C:20]([O:21][CH3:22])=[C:11]([O:10][CH3:9])[CH:12]=3)[N:17]=[CH:16][N:15]=2)=[CH:25][CH:26]=1)=[S:40])=[O:37].